From a dataset of Full USPTO retrosynthesis dataset with 1.9M reactions from patents (1976-2016). Predict the reactants needed to synthesize the given product. Given the product [CH3:48][O:49][C:50](=[O:53])[CH2:51][NH:52][C:29]([C:23]1[C:22]2[CH2:21][CH2:20][N:19]([C:15]3[CH:16]=[CH:17][CH:18]=[C:13]([C:11]([NH:10][C:6]4[CH:7]=[CH:8][CH:9]=[C:4]([CH:1]([CH3:3])[CH3:2])[CH:5]=4)=[O:12])[CH:14]=3)[CH2:28][C:27]=2[CH:26]=[N:25][CH:24]=1)=[O:30], predict the reactants needed to synthesize it. The reactants are: [CH:1]([C:4]1[CH:5]=[C:6]([NH:10][C:11]([C:13]2[CH:14]=[C:15]([N:19]3[CH2:28][C:27]4[CH:26]=[N:25][CH:24]=[C:23]([C:29](O)=[O:30])[C:22]=4[CH2:21][CH2:20]3)[CH:16]=[CH:17][CH:18]=2)=[O:12])[CH:7]=[CH:8][CH:9]=1)([CH3:3])[CH3:2].C(N(CC)C(C)C)(C)C.CCCP(=O)=O.Cl.[CH3:48][O:49][C:50](=[O:53])[CH2:51][NH2:52].